Dataset: Forward reaction prediction with 1.9M reactions from USPTO patents (1976-2016). Task: Predict the product of the given reaction. (1) Given the reactants [CH2:1]([O:3][C:4]([C:6]1([NH:11][C:12]([CH:14]2[CH2:18][CH:17]([O:19][Si:20]([C:23]([CH3:26])([CH3:25])[CH3:24])([CH3:22])[CH3:21])[CH2:16][N:15]2[C:27](=[O:45])[N:28]([CH2:38][CH2:39][CH2:40][CH2:41][CH2:42]C=C)[CH2:29][C:30]2[CH:35]=[CH:34][C:33]([O:36][CH3:37])=[CH:32][CH:31]=2)=[O:13])[CH2:8][CH:7]1[CH:9]=[CH2:10])=[O:5])[CH3:2], predict the reaction product. The product is: [CH2:1]([O:3][C:4]([C:6]12[CH2:8][CH:7]1[CH:9]=[CH:10][CH2:42][CH2:41][CH2:40][CH2:39][CH2:38][N:28]([CH2:29][C:30]1[CH:35]=[CH:34][C:33]([O:36][CH3:37])=[CH:32][CH:31]=1)[C:27](=[O:45])[N:15]1[CH:14]([CH2:18][CH:17]([O:19][Si:20]([C:23]([CH3:25])([CH3:24])[CH3:26])([CH3:22])[CH3:21])[CH2:16]1)[C:12](=[O:13])[NH:11]2)=[O:5])[CH3:2]. (2) The product is: [CH2:13]([O:15][C:16](=[O:28])[C:17](=[N:1][NH:8][C:7]1[CH:9]=[CH:10][CH:11]=[CH:12][C:6]=1[Cl:5])[C:18](=[O:27])[CH2:19][C:20]1[CH:21]=[CH:22][C:23]([Cl:26])=[CH:24][CH:25]=1)[CH3:14]. Given the reactants [N:1]([O-])=O.[Na+].[Cl:5][C:6]1[CH:12]=[CH:11][CH:10]=[CH:9][C:7]=1[NH2:8].[CH2:13]([O:15][C:16](=[O:28])[CH2:17][C:18](=[O:27])[CH2:19][C:20]1[CH:25]=[CH:24][C:23]([Cl:26])=[CH:22][CH:21]=1)[CH3:14], predict the reaction product. (3) Given the reactants [CH:1]1[C:9]2[C:8]3[CH:10]=[CH:11][CH:12]=[CH:13][C:7]=3[O:6][C:5]=2[C:4]([C:14]2[CH:15]=[CH:16][C:17]3[N:18]([C:27]4[CH:32]=[CH:31][CH:30]=[CH:29][CH:28]=4)[C:19]4[C:24]([C:25]=3[CH:26]=2)=[CH:23][CH:22]=[CH:21][CH:20]=4)=[CH:3][CH:2]=1.CN(CCN(C)C)C.C([Li])CCC.Cl[Si:47]([CH3:50])([CH3:49])[CH3:48], predict the reaction product. The product is: [C:27]1([N:18]2[C:17]3[CH:16]=[CH:15][C:14]([C:4]4[C:5]5[O:6][C:7]6[C:13]([Si:47]([CH3:50])([CH3:49])[CH3:48])=[CH:12][CH:11]=[CH:10][C:8]=6[C:9]=5[CH:1]=[CH:2][CH:3]=4)=[CH:26][C:25]=3[C:24]3[C:19]2=[CH:20][CH:21]=[CH:22][CH:23]=3)[CH:28]=[CH:29][CH:30]=[CH:31][CH:32]=1. (4) Given the reactants Br[C:2]1[C:7]([F:8])=[CH:6][C:5]([O:9][CH2:10][CH2:11][O:12][CH3:13])=[CH:4][C:3]=1F.[NH:15]1[CH2:20][CH2:19][NH:18][CH2:17][CH2:16]1.CC([O-])(C)C.[Na+].O, predict the reaction product. The product is: [F:8][C:7]1[CH:2]=[C:3]([N:15]2[CH2:20][CH2:19][NH:18][CH2:17][CH2:16]2)[CH:4]=[C:5]([O:9][CH2:10][CH2:11][O:12][CH3:13])[CH:6]=1. (5) Given the reactants [CH3:1][C:2]1[N:7]=[C:6]([CH2:8][OH:9])[CH:5]=[CH:4][C:3]=1[N+:10]([O-:12])=[O:11].N1C=CN=C1.[CH3:18][C:19]([Si:22](Cl)([CH3:24])[CH3:23])([CH3:21])[CH3:20], predict the reaction product. The product is: [Si:22]([O:9][CH2:8][C:6]1[N:7]=[C:2]([CH3:1])[C:3]([N+:10]([O-:12])=[O:11])=[CH:4][CH:5]=1)([C:19]([CH3:21])([CH3:20])[CH3:18])([CH3:24])[CH3:23].